Dataset: Acute oral toxicity (LD50) regression data from Zhu et al.. Task: Regression/Classification. Given a drug SMILES string, predict its toxicity properties. Task type varies by dataset: regression for continuous values (e.g., LD50, hERG inhibition percentage) or binary classification for toxic/non-toxic outcomes (e.g., AMES mutagenicity, cardiotoxicity, hepatotoxicity). Dataset: ld50_zhu. (1) The drug is Clc1ccc(C(c2ccc(Cl)cc2)C(Cl)Cl)cc1. The rat oral LD50 is 3.45, given as -log10 of the dose in mol/kg body weight (higher means more acutely toxic). (2) The molecule is CC(C)N(Sc1nc2ccccc2s1)C(C)C. The rat oral LD50 is 1.71, given as -log10 of the dose in mol/kg body weight (higher means more acutely toxic). (3) The molecule is CN(N=O)c1ccc(N=Nc2ccccc2)cc1. The rat oral LD50 is 2.30, given as -log10 of the dose in mol/kg body weight (higher means more acutely toxic).